From a dataset of Reaction yield outcomes from USPTO patents with 853,638 reactions. Predict the reaction yield, written as a fraction of the theoretical maximum amount of product (1.0 means a 100% yield; for example, 0.34 means a 34% yield). (1) The reactants are Cl[C:2]1[N:3]=[CH:4][C:5]([C:8]([NH:10][C:11]2[NH:12][N:13]=[C:14]([O:16][CH2:17][C:18]3[CH:23]=[C:22]([O:24][CH3:25])[CH:21]=[C:20]([O:26][CH3:27])[CH:19]=3)[CH:15]=2)=[O:9])=[N:6][CH:7]=1.[CH3:28][N:29]1[CH2:34][CH2:33][NH:32][CH2:31][CH:30]1[CH3:35]. The catalyst is CS(C)=O. The product is [CH3:27][O:26][C:20]1[CH:19]=[C:18]([CH2:17][O:16][C:14]2[CH:15]=[C:11]([NH:10][C:8]([C:5]3[CH:4]=[N:3][C:2]([N:32]4[CH2:33][CH2:34][N:29]([CH3:28])[CH:30]([CH3:35])[CH2:31]4)=[CH:7][N:6]=3)=[O:9])[NH:12][N:13]=2)[CH:23]=[C:22]([O:24][CH3:25])[CH:21]=1. The yield is 0.840. (2) The reactants are [Cl:1][C:2]1[CH:3]=[C:4]([N:9]2[C:13](=[O:14])[C:12](=[O:15])[N:11]=[C:10]2SC)[CH:5]=[CH:6][C:7]=1[Cl:8].[CH:18]([NH:21][C:22]([NH:24][C:25]([CH2:27][CH3:28])=[O:26])=[NH:23])([CH3:20])[CH3:19]. The catalyst is C(Cl)(Cl)Cl. The product is [Cl:1][C:2]1[CH:3]=[C:4]([N:9]2[C:13](=[O:14])[C:12](=[O:15])[NH:11][C:10]2=[N:23][C:22]([NH:21][CH:18]([CH3:19])[CH3:20])=[N:24][C:25]([CH2:27][CH3:28])=[O:26])[CH:5]=[CH:6][C:7]=1[Cl:8]. The yield is 0.200. (3) The reactants are Br[C:2]1[CH:3]=[C:4]2[O:10][CH2:9][O:8][C:5]2=[N:6][CH:7]=1.C([Li])CCC.[B:16](OC(C)C)([O:21]C(C)C)[O:17]C(C)C.[OH-].[Na+]. The catalyst is C(OCC)C.O. The product is [O:10]1[C:4]2[C:5](=[N:6][CH:7]=[C:2]([B:16]([OH:21])[OH:17])[CH:3]=2)[O:8][CH2:9]1. The yield is 0.500. (4) The reactants are [C:1]1(C2C=CC=CC=2)[CH:6]=[CH:5][C:4]([CH2:7][N:8]([CH2:16][CH2:17][CH2:18][N:19]([CH2:29][C:30]2[CH:35]=[CH:34][C:33](C3C=CC=CC=3)=[CH:32][CH:31]=2)[C:20]([O:22][CH2:23][C:24]2[S:28][CH:27]=[N:26][CH:25]=2)=[O:21])C(=O)OC(C)(C)C)=[CH:3][CH:2]=1.[N:48]1[CH:53]=[CH:52][CH:51]=[CH:50][C:49]=1[C:54]1[CH:61]=[CH:60][C:57]([CH:58]=O)=[CH:56][CH:55]=1.CC(O)=O. No catalyst specified. The product is [CH2:29]([N:19]([CH2:18][CH2:17][CH2:16][N:8]([CH2:7][C:4]1[CH:3]=[CH:2][CH:1]=[CH:6][CH:5]=1)[CH2:58][C:57]1[CH:60]=[CH:61][C:54]([C:49]2[CH:50]=[CH:51][CH:52]=[CH:53][N:48]=2)=[CH:55][CH:56]=1)[C:20](=[O:21])[O:22][CH2:23][C:24]1[S:28][CH:27]=[N:26][CH:25]=1)[C:30]1[CH:35]=[CH:34][CH:33]=[CH:32][CH:31]=1. The yield is 0.840. (5) The reactants are [C:1]1([SH:7])[CH:6]=[CH:5][CH:4]=[CH:3][CH:2]=1.C([O-])([O-])=O.[K+].[K+].F[C:15]1[CH:22]=[CH:21][C:18]([CH:19]=[O:20])=[CH:17][CH:16]=1.O. The catalyst is CN(C=O)C.CCCCCC. The product is [C:1]1([S:7][C:15]2[CH:22]=[CH:21][C:18]([CH:19]=[O:20])=[CH:17][CH:16]=2)[CH:6]=[CH:5][CH:4]=[CH:3][CH:2]=1. The yield is 0.960. (6) The reactants are C(O[C:4]([C:6]1[N:7]=[C:8]([C:26]#[N:27])[C:9]2[C:14]([C:15]=1[OH:16])=[CH:13][CH:12]=[C:11]([O:17][C:18]1[CH:23]=[CH:22][C:21]([F:24])=[CH:20][C:19]=1[Cl:25])[CH:10]=2)=[O:5])C.Cl.[OH2:29]. The catalyst is C[O-].[Na+].CO. The product is [Cl:25][C:19]1[CH:20]=[C:21]([F:24])[CH:22]=[CH:23][C:18]=1[O:17][C:11]1[CH:10]=[C:9]2[C:14]([C:15]([OH:16])=[C:6]([C:4]([NH:27][CH2:26][CH2:8][CH2:9][CH2:10][C:11]([OH:17])=[O:29])=[O:5])[N:7]=[C:8]2[C:26]#[N:27])=[CH:13][CH:12]=1. The yield is 0.450. (7) The reactants are [F:1][C:2]1[CH:3]=[C:4]([N+:9]([O-:11])=[O:10])[CH:5]=[CH:6][C:7]=1F.C([O-])([O-])=O.[K+].[K+].[CH2:18]([NH:24][CH2:25][CH2:26][CH2:27][CH2:28][CH2:29][CH3:30])[CH2:19][CH2:20][CH2:21][CH2:22][CH3:23]. The product is [F:1][C:2]1[CH:3]=[C:4]([N+:9]([O-:11])=[O:10])[CH:5]=[CH:6][C:7]=1[N:24]([CH2:25][CH2:26][CH2:27][CH2:28][CH2:29][CH3:30])[CH2:18][CH2:19][CH2:20][CH2:21][CH2:22][CH3:23]. The catalyst is CS(C)=O.O. The yield is 0.860.